This data is from Full USPTO retrosynthesis dataset with 1.9M reactions from patents (1976-2016). The task is: Predict the reactants needed to synthesize the given product. (1) Given the product [NH2:1][C:2]1[C:3]([CH3:13])=[C:4]([C:9]([Br:12])=[C:10]([Cl:14])[CH:11]=1)[C:5]([O:7][CH3:8])=[O:6], predict the reactants needed to synthesize it. The reactants are: [NH2:1][C:2]1[C:3]([CH3:13])=[C:4]([C:9]([Br:12])=[CH:10][CH:11]=1)[C:5]([O:7][CH3:8])=[O:6].[Cl:14]N1C(=O)CCC1=O. (2) The reactants are: [C:1]1([CH2:7][C:8]([C:10]2[CH:11]=[C:12]([CH:15]=[CH:16][CH:17]=2)[C:13]#[N:14])=O)[CH:6]=[CH:5][CH:4]=[CH:3][CH:2]=1.C([O-])(=O)C.[NH4+].C([BH3-])#[N:24].[Na+]. Given the product [NH2:24][CH:8]([C:10]1[CH:11]=[C:12]([CH:15]=[CH:16][CH:17]=1)[C:13]#[N:14])[CH2:7][C:1]1[CH:6]=[CH:5][CH:4]=[CH:3][CH:2]=1, predict the reactants needed to synthesize it.